From a dataset of Reaction yield outcomes from USPTO patents with 853,638 reactions. Predict the reaction yield, written as a fraction of the theoretical maximum amount of product (1.0 means a 100% yield; for example, 0.34 means a 34% yield). (1) The reactants are [CH3:1][C:2]([CH3:23])([CH3:22])[C:3]([NH:5][C:6]1[C:11]([C:12](=[CH2:19])[CH2:13][C:14]([O:16][CH2:17][CH3:18])=[O:15])=[CH:10][CH:9]=[C:8]([O:20][CH3:21])[N:7]=1)=[O:4].[H][H]. The catalyst is C(O)C.[Pd]. The product is [CH3:23][C:2]([CH3:1])([CH3:22])[C:3]([NH:5][C:6]1[C:11]([CH:12]([CH3:19])[CH2:13][C:14]([O:16][CH2:17][CH3:18])=[O:15])=[CH:10][CH:9]=[C:8]([O:20][CH3:21])[N:7]=1)=[O:4]. The yield is 0.930. (2) The reactants are [CH2:1]([O:8][C:9]1[CH:15]=[C:14]([N:16]2[CH:20]=[C:19]([CH3:21])[N:18]=[C:17]2[C:22]2[CH:27]=[CH:26][N:25]=[CH:24][C:23]=2[CH3:28])[C:12]([NH2:13])=[C:11]([O:29][CH3:30])[CH:10]=1)[C:2]1[CH:7]=[CH:6][CH:5]=[CH:4][CH:3]=1.[N:31]([O-])=O.[Na+].CO. The catalyst is C(O)(=O)C.O.C(Cl)Cl. The product is [CH2:1]([O:8][C:9]1[CH:10]=[C:11]([O:29][CH3:30])[C:12]2[N:13]=[N:31][C:20]3=[C:19]([CH3:21])[N:18]=[C:17]([C:22]4[CH:27]=[CH:26][N:25]=[CH:24][C:23]=4[CH3:28])[N:16]3[C:14]=2[CH:15]=1)[C:2]1[CH:7]=[CH:6][CH:5]=[CH:4][CH:3]=1. The yield is 0.960. (3) The reactants are C(OC1C(F)=CC=C2C=1C([C:19](=[O:25])[C:20]([N:22]([CH3:24])[CH3:23])=[O:21])=CN2)C1C=CC=CC=1.[Br:26][C:27]1[CH:35]=[C:34]2[C:30]([CH:31]=[CH:32][N:33]2[CH2:36][CH3:37])=[C:29]([O:38][CH3:39])[CH:28]=1. No catalyst specified. The product is [Br:26][C:27]1[CH:35]=[C:34]2[C:30]([C:31]([C:19](=[O:25])[C:20]([N:22]([CH3:24])[CH3:23])=[O:21])=[CH:32][N:33]2[CH2:36][CH3:37])=[C:29]([O:38][CH3:39])[CH:28]=1. The yield is 0.880. (4) No catalyst specified. The reactants are Cl.Cl.[CH3:3][O:4][C:5]1[N:10]=[CH:9][C:8]([N:11]2[CH2:26][CH2:25][C:14]3[N:15]=[CH:16][N:17]=[C:18]([O:19][C@H:20]4[CH2:24][CH2:23][NH:22][CH2:21]4)[C:13]=3[CH2:12]2)=[CH:7][C:6]=1[C:27]([F:30])([F:29])[F:28].Br[C:32]1[CH:37]=[CH:36][CH:35]=[CH:34][N:33]=1.C(N(CC)C(C)C)(C)C. The yield is 0.250. The product is [CH3:3][O:4][C:5]1[N:10]=[CH:9][C:8]([N:11]2[CH2:26][CH2:25][C:14]3[N:15]=[CH:16][N:17]=[C:18]([O:19][C@H:20]4[CH2:24][CH2:23][N:22]([C:32]5[CH:37]=[CH:36][CH:35]=[CH:34][N:33]=5)[CH2:21]4)[C:13]=3[CH2:12]2)=[CH:7][C:6]=1[C:27]([F:30])([F:28])[F:29]. (5) The reactants are [Cl:1][C:2]1[CH:10]=[C:9]([C:11]([F:14])([F:13])[F:12])[C:5](C(O)=O)=[CH:4][N:3]=1.Cl.[CH3:16][NH:17][O:18][CH3:19].CN1CCOCC1.C(Cl)CCl. The catalyst is C(Cl)Cl. The product is [Cl:1][C:2]1[N:3]=[CH:4][C:5]([N:17]([CH3:16])[O:18][CH3:19])=[C:9]([C:11]([F:12])([F:13])[F:14])[CH:10]=1. The yield is 0.769.